Dataset: NCI-60 drug combinations with 297,098 pairs across 59 cell lines. Task: Regression. Given two drug SMILES strings and cell line genomic features, predict the synergy score measuring deviation from expected non-interaction effect. (1) Drug 1: CN1CCC(CC1)COC2=C(C=C3C(=C2)N=CN=C3NC4=C(C=C(C=C4)Br)F)OC. Drug 2: B(C(CC(C)C)NC(=O)C(CC1=CC=CC=C1)NC(=O)C2=NC=CN=C2)(O)O. Cell line: SK-MEL-2. Synergy scores: CSS=1.13, Synergy_ZIP=4.78, Synergy_Bliss=7.47, Synergy_Loewe=5.63, Synergy_HSA=5.63. (2) Drug 1: CCC1=C2CN3C(=CC4=C(C3=O)COC(=O)C4(CC)O)C2=NC5=C1C=C(C=C5)O. Drug 2: C1C(C(OC1N2C=NC3=C2NC=NCC3O)CO)O. Cell line: TK-10. Synergy scores: CSS=19.3, Synergy_ZIP=-4.55, Synergy_Bliss=6.01, Synergy_Loewe=-17.5, Synergy_HSA=4.59.